This data is from Reaction yield outcomes from USPTO patents with 853,638 reactions. The task is: Predict the reaction yield, written as a fraction of the theoretical maximum amount of product (1.0 means a 100% yield; for example, 0.34 means a 34% yield). (1) The reactants are B(Br)(Br)Br.C[O:6][C:7]1[CH:12]=[CH:11][C:10]([O:13][C:14]2[CH:19]=[CH:18][C:17]([Cl:20])=[CH:16][CH:15]=2)=[CH:9][CH:8]=1. The product is [Cl:20][C:17]1[CH:18]=[CH:19][C:14]([O:13][C:10]2[CH:11]=[CH:12][C:7]([OH:6])=[CH:8][CH:9]=2)=[CH:15][CH:16]=1. The yield is 0.520. The catalyst is ClCCl. (2) The yield is 0.800. The catalyst is ClCCl. The product is [OH:9][C:8]1[CH:7]=[CH:6][C:5]([C:19]2[CH:20]=[C:21]3[C:27]([C:28]4[CH:29]=[CH:30][C:31]([OH:34])=[N:32][CH:33]=4)=[CH:26][NH:25][C:22]3=[N:23][CH:24]=2)=[CH:4][C:3]=1[O:2][CH3:1]. The reactants are [CH3:1][O:2][C:3]1[CH:4]=[C:5]([C:19]2[CH:20]=[C:21]3[C:27]([C:28]4[CH:29]=[CH:30][C:31]([OH:34])=[N:32][CH:33]=4)=[CH:26][NH:25][C:22]3=[N:23][CH:24]=2)[CH:6]=[CH:7][C:8]=1[O:9]CC1C=CC(OC)=CC=1.C1(S)C=CC=CC=1.C(O)(C(F)(F)F)=O.